Dataset: Full USPTO retrosynthesis dataset with 1.9M reactions from patents (1976-2016). Task: Predict the reactants needed to synthesize the given product. (1) Given the product [CH3:63][N:64]([CH3:70])[CH2:65][CH2:66][CH2:67][CH2:68][NH:69][C:43]([C:40]1[S:39][C:35]2[N:36]=[CH:37][N:38]=[C:33]([NH:32][C:29]3[CH:30]=[CH:31][C:26]([F:25])=[CH:27][C:28]=3[O:47][CH:48]3[CH2:49][CH2:50][O:51][CH2:52][CH2:53]3)[C:34]=2[C:41]=1[CH3:42])=[O:44], predict the reactants needed to synthesize it. The reactants are: CN(C(ON1N=NC2C=CC=NC1=2)=[N+](C)C)C.F[P-](F)(F)(F)(F)F.[F:25][C:26]1[CH:31]=[CH:30][C:29]([NH:32][C:33]2[C:34]3[C:41]([CH3:42])=[C:40]([C:43](OC)=[O:44])[S:39][C:35]=3[N:36]=[CH:37][N:38]=2)=[C:28]([O:47][CH:48]2[CH2:53][CH2:52][O:51][CH2:50][CH2:49]2)[CH:27]=1.CCN(C(C)C)C(C)C.[CH3:63][N:64]([CH3:70])[CH2:65][CH2:66][CH2:67][CH2:68][NH2:69]. (2) Given the product [N:12]1[C:16]2[C:15](=[N:20][CH:19]=[CH:18][CH:17]=2)[N:14]([C:2]2[CH:7]=[CH:6][C:5]([CH2:8][C:9]([OH:11])=[O:10])=[CH:4][CH:3]=2)[CH:13]=1, predict the reactants needed to synthesize it. The reactants are: I[C:2]1[CH:7]=[CH:6][C:5]([CH2:8][C:9]([OH:11])=[O:10])=[CH:4][CH:3]=1.[N:12]1[C:16]2[CH:17]=[CH:18][CH:19]=[N:20][C:15]=2[NH:14][CH:13]=1.C(=C/C(/C=C/C1C=CC=CC=1)=O)\C1C=CC=CC=1.N1C2C(=CC=C3C=2N=CC=C3)C=CC=1.C([O-])([O-])=O.[Cs+].[Cs+].CC#N.O.C(O)(C(F)(F)F)=O.